From a dataset of Full USPTO retrosynthesis dataset with 1.9M reactions from patents (1976-2016). Predict the reactants needed to synthesize the given product. Given the product [F:25][C:13]([F:12])([F:24])[C:14]1[CH:15]=[C:16]2[C:20](=[CH:21][CH:22]=1)[NH:19][N:18]=[C:17]2[N:23]1[C:3](=[O:10])[C:4]2[C:9](=[CH:8][CH:7]=[CH:6][CH:5]=2)[C:1]1=[O:11], predict the reactants needed to synthesize it. The reactants are: [C:1]1(=[O:11])[C:9]2[C:4](=[CH:5][CH:6]=[CH:7][CH:8]=2)[C:3](=[O:10])O1.[F:12][C:13]([F:25])([F:24])[C:14]1[CH:15]=[C:16]2[C:20](=[CH:21][CH:22]=1)[NH:19][N:18]=[C:17]2[NH2:23].